Task: Regression. Given two drug SMILES strings and cell line genomic features, predict the synergy score measuring deviation from expected non-interaction effect.. Dataset: NCI-60 drug combinations with 297,098 pairs across 59 cell lines (1) Cell line: HCC-2998. Drug 1: C1=NC2=C(N1)C(=S)N=C(N2)N. Synergy scores: CSS=22.3, Synergy_ZIP=-1.04, Synergy_Bliss=0.833, Synergy_Loewe=-35.0, Synergy_HSA=0.114. Drug 2: C1=NNC2=C1C(=O)NC=N2. (2) Cell line: DU-145. Drug 1: CC(C1=C(C=CC(=C1Cl)F)Cl)OC2=C(N=CC(=C2)C3=CN(N=C3)C4CCNCC4)N. Drug 2: C1=CC(=CC=C1CCC2=CNC3=C2C(=O)NC(=N3)N)C(=O)NC(CCC(=O)O)C(=O)O. Synergy scores: CSS=20.1, Synergy_ZIP=-0.729, Synergy_Bliss=5.41, Synergy_Loewe=0.696, Synergy_HSA=4.79. (3) Drug 1: CC(CN1CC(=O)NC(=O)C1)N2CC(=O)NC(=O)C2. Drug 2: CCC1=C2CN3C(=CC4=C(C3=O)COC(=O)C4(CC)O)C2=NC5=C1C=C(C=C5)O. Cell line: A549. Synergy scores: CSS=46.7, Synergy_ZIP=-4.37, Synergy_Bliss=-1.73, Synergy_Loewe=2.19, Synergy_HSA=4.05. (4) Drug 1: CNC(=O)C1=CC=CC=C1SC2=CC3=C(C=C2)C(=NN3)C=CC4=CC=CC=N4. Drug 2: C1=CC(=C2C(=C1NCCNCCO)C(=O)C3=C(C=CC(=C3C2=O)O)O)NCCNCCO. Cell line: A549. Synergy scores: CSS=46.8, Synergy_ZIP=3.12, Synergy_Bliss=1.89, Synergy_Loewe=-2.56, Synergy_HSA=3.36. (5) Synergy scores: CSS=38.4, Synergy_ZIP=0.430, Synergy_Bliss=-0.0102, Synergy_Loewe=1.27, Synergy_HSA=2.10. Drug 2: C1CC(C1)(C(=O)O)C(=O)O.[NH2-].[NH2-].[Pt+2]. Drug 1: CC12CCC(CC1=CCC3C2CCC4(C3CC=C4C5=CN=CC=C5)C)O. Cell line: U251. (6) Synergy scores: CSS=50.1, Synergy_ZIP=0.859, Synergy_Bliss=-4.37, Synergy_Loewe=-73.1, Synergy_HSA=-7.83. Drug 1: C1CCC(C1)C(CC#N)N2C=C(C=N2)C3=C4C=CNC4=NC=N3. Cell line: HT29. Drug 2: CC=C1C(=O)NC(C(=O)OC2CC(=O)NC(C(=O)NC(CSSCCC=C2)C(=O)N1)C(C)C)C(C)C. (7) Drug 1: C1=CC(=CC=C1CCCC(=O)O)N(CCCl)CCCl. Drug 2: C1=NNC2=C1C(=O)NC=N2. Cell line: SN12C. Synergy scores: CSS=17.4, Synergy_ZIP=0.540, Synergy_Bliss=-1.56, Synergy_Loewe=-23.2, Synergy_HSA=-1.94. (8) Drug 2: CS(=O)(=O)CCNCC1=CC=C(O1)C2=CC3=C(C=C2)N=CN=C3NC4=CC(=C(C=C4)OCC5=CC(=CC=C5)F)Cl. Drug 1: CC1=C(C(CCC1)(C)C)C=CC(=CC=CC(=CC(=O)O)C)C. Cell line: UACC62. Synergy scores: CSS=7.72, Synergy_ZIP=-3.50, Synergy_Bliss=-1.29, Synergy_Loewe=-3.34, Synergy_HSA=-1.53.